This data is from Catalyst prediction with 721,799 reactions and 888 catalyst types from USPTO. The task is: Predict which catalyst facilitates the given reaction. Reactant: C1(C)C=CC=CC=1.N1CCCCC1.[C:14]12([C:24]3[CH:25]=[C:26]([C:31]4[CH:38]=[CH:37][C:34]([CH:35]=O)=[CH:33][CH:32]=4)[CH:27]=[CH:28][C:29]=3[OH:30])[CH2:23][CH:18]3[CH2:19][CH:20]([CH2:22][CH:16]([CH2:17]3)[CH2:15]1)[CH2:21]2.[S:39]1[CH2:43][C:42](=[O:44])[NH:41][C:40]1=[O:45]. Product: [C:14]12([C:24]3[CH:25]=[C:26]([C:31]4[CH:38]=[CH:37][C:34]([CH:35]=[C:43]5[S:39][C:40](=[O:45])[NH:41][C:42]5=[O:44])=[CH:33][CH:32]=4)[CH:27]=[CH:28][C:29]=3[OH:30])[CH2:15][CH:16]3[CH2:17][CH:18]([CH2:19][CH:20]([CH2:22]3)[CH2:21]1)[CH2:23]2. The catalyst class is: 15.